From a dataset of Forward reaction prediction with 1.9M reactions from USPTO patents (1976-2016). Predict the product of the given reaction. (1) Given the reactants [CH2:1]([N:8]([CH:38]([CH3:57])[CH2:39][CH:40]([C:49]1[CH:54]=[CH:53][C:52]([O:55][CH3:56])=[CH:51][CH:50]=1)[C:41]1[CH:46]=[CH:45][C:44]([O:47][CH3:48])=[CH:43][CH:42]=1)[CH2:9][C@@H:10]([C:19]1[CH:20]=[CH:21][C:22]([O:30][CH2:31][C:32]2[CH:37]=[CH:36][CH:35]=[CH:34][CH:33]=2)=[C:23]([NH:25][S:26]([CH3:29])(=[O:28])=[O:27])[CH:24]=1)[O:11][Si](CC)(CC)CC)[C:2]1[CH:7]=[CH:6][CH:5]=[CH:4][CH:3]=1.C(O)(=O)C.[F-].C([N+](CCCC)(CCCC)CCCC)CCC.C(=O)(O)[O-].[Na+], predict the reaction product. The product is: [CH2:1]([N:8]([CH:38]([CH3:57])[CH2:39][CH:40]([C:41]1[CH:42]=[CH:43][C:44]([O:47][CH3:48])=[CH:45][CH:46]=1)[C:49]1[CH:50]=[CH:51][C:52]([O:55][CH3:56])=[CH:53][CH:54]=1)[CH2:9][C@@H:10]([C:19]1[CH:20]=[CH:21][C:22]([O:30][CH2:31][C:32]2[CH:37]=[CH:36][CH:35]=[CH:34][CH:33]=2)=[C:23]([NH:25][S:26]([CH3:29])(=[O:28])=[O:27])[CH:24]=1)[OH:11])[C:2]1[CH:7]=[CH:6][CH:5]=[CH:4][CH:3]=1. (2) The product is: [C:8]([O:12][C:13](=[O:39])[NH:14][C@H:15]1[CH2:20][CH2:19][C@H:18]([C:21]([CH:37]=[O:38])=[CH:22][C:24]2[C:33]3[C:28](=[CH:29][CH:30]=[C:31]([O:34][CH3:35])[N:32]=3)[N:27]=[CH:26][C:25]=2[Cl:36])[CH2:17][CH2:16]1)([CH3:11])([CH3:9])[CH3:10]. Given the reactants C(OC(=O)C)(=O)C.[C:8]([O:12][C:13](=[O:39])[NH:14][C@H:15]1[CH2:20][CH2:19][C@H:18]([CH:21]([CH:37]=[O:38])[CH:22]([C:24]2[C:33]3[C:28](=[CH:29][CH:30]=[C:31]([O:34][CH3:35])[N:32]=3)[N:27]=[CH:26][C:25]=2[Cl:36])O)[CH2:17][CH2:16]1)([CH3:11])([CH3:10])[CH3:9], predict the reaction product. (3) Given the reactants [CH:1]1([NH2:7])[CH2:6][CH2:5][CH2:4][CH2:3][CH2:2]1.[C:8]([C:11]1[CH:12]=[C:13]([S:17](Cl)(=[O:19])=[O:18])[CH:14]=[CH:15][CH:16]=1)(=[O:10])[CH3:9], predict the reaction product. The product is: [C:8]([C:11]1[CH:12]=[C:13]([S:17]([NH:7][CH:1]2[CH2:6][CH2:5][CH2:4][CH2:3][CH2:2]2)(=[O:19])=[O:18])[CH:14]=[CH:15][CH:16]=1)(=[O:10])[CH3:9]. (4) Given the reactants [F:1][C:2]([F:24])([F:23])[C:3]([C:9]1[CH:14]=[CH:13][C:12]([C:15]2[CH:20]=[CH:19][C:18]([CH:21]=O)=[CH:17][CH:16]=2)=[CH:11][CH:10]=1)([OH:8])[C:4]([F:7])([F:6])[F:5].[CH2:25]([N:32]1[CH2:37][CH2:36][NH:35][CH2:34][CH2:33]1)[C:26]1[CH:31]=[CH:30][CH:29]=[CH:28][CH:27]=1.C(=O)C1C=CN=CC=1, predict the reaction product. The product is: [CH2:25]([N:32]1[CH2:37][CH2:36][N:35]([CH2:21][C:18]2[CH:19]=[CH:20][C:15]([C:12]3[CH:13]=[CH:14][C:9]([C:3]([OH:8])([C:4]([F:7])([F:6])[F:5])[C:2]([F:24])([F:23])[F:1])=[CH:10][CH:11]=3)=[CH:16][CH:17]=2)[CH2:34][CH2:33]1)[C:26]1[CH:27]=[CH:28][CH:29]=[CH:30][CH:31]=1. (5) Given the reactants N[C@H:2]([C:13]([OH:15])=[O:14])[CH2:3][C:4]1[C:12]2[C:7](=[CH:8][CH:9]=[CH:10][CH:11]=2)[NH:6][CH:5]=1.[NH2:16][C@@H:17]([C:28]([OH:30])=[O:29])[CH2:18]C1C2C(=CC=CC=2)NC=1.C([O-])(=O)C(C)=O, predict the reaction product. The product is: [NH:6]1[C:7]2[C:12](=[CH:11][CH:10]=[CH:9][CH:8]=2)[C:4]([CH2:3][C:2](=[O:29])[C:13]([O-:15])=[O:14])=[CH:5]1.[NH2:16][C@@H:17]([C:28]([OH:30])=[O:29])[CH3:18]. (6) Given the reactants [NH2:1][C:2]1[C:11]2[C:6](=[C:7](Br)[CH:8]=[CH:9][CH:10]=2)[N:5]=[N:4][C:3]=1[C:13]([NH:15][CH2:16][CH2:17][CH3:18])=[O:14].[F:19][C:20]1[C:25]([F:26])=[CH:24][CH:23]=[CH:22][C:21]=1B(O)O, predict the reaction product. The product is: [NH2:1][C:2]1[C:11]2[C:6](=[C:7]([C:24]3[CH:23]=[CH:22][CH:21]=[C:20]([F:19])[C:25]=3[F:26])[CH:8]=[CH:9][CH:10]=2)[N:5]=[N:4][C:3]=1[C:13]([NH:15][CH2:16][CH2:17][CH3:18])=[O:14].